This data is from Peptide-MHC class II binding affinity with 134,281 pairs from IEDB. The task is: Regression. Given a peptide amino acid sequence and an MHC pseudo amino acid sequence, predict their binding affinity value. This is MHC class II binding data. (1) The peptide sequence is LFQLMRPPNMT. The MHC is DRB1_0101 with pseudo-sequence DRB1_0101. The binding affinity (normalized) is 0.936. (2) The peptide sequence is IIVGRGDSRLTYQWH. The MHC is HLA-DQA10601-DQB10402 with pseudo-sequence HLA-DQA10601-DQB10402. The binding affinity (normalized) is 0.280.